This data is from Reaction yield outcomes from USPTO patents with 853,638 reactions. The task is: Predict the reaction yield, written as a fraction of the theoretical maximum amount of product (1.0 means a 100% yield; for example, 0.34 means a 34% yield). (1) The reactants are [BH4-].[Na+].[CH3:3][C:4]([CH3:19])([CH2:8][CH2:9][CH2:10][CH2:11][CH2:12][C:13](=[O:18])[CH2:14][CH2:15][CH2:16][CH3:17])[C:5]([OH:7])=[O:6].C([O-])([O-])=O.[Na+].[Na+].Cl. The catalyst is C(O)C.O. The product is [OH:18][CH:13]([CH2:14][CH2:15][CH2:16][CH3:17])[CH2:12][CH2:11][CH2:10][CH2:9][CH2:8][C:4]([CH3:3])([CH3:19])[C:5]([OH:7])=[O:6]. The yield is 0.350. (2) The reactants are [CH:1]1[C:10]2[C:5](=[CH:6][CH:7]=[CH:8][CH:9]=2)[CH:4]=[C:3]([C:11]([NH:13][C:14]2[NH:18][C:17]3[C:19]([O:26][CH3:27])=[CH:20][CH:21]=[C:22]([C:23](O)=[O:24])[C:16]=3[N:15]=2)=[O:12])[N:2]=1.CN(C(ON1N=NC2C=CC=CC1=2)=[N+](C)C)C.F[P-](F)(F)(F)(F)F.CCN(C(C)C)C(C)C.Cl.[CH3:62][S:63]([C:66]1[CH:73]=[CH:72][C:69]([CH2:70][NH2:71])=[CH:68][CH:67]=1)(=[O:65])=[O:64]. The catalyst is CN(C=O)C.[Cl-].[Na+].O. The product is [CH3:62][S:63]([C:66]1[CH:73]=[CH:72][C:69]([CH2:70][NH:71][C:23]([C:22]2[C:16]3[NH:15][C:14]([NH:13][C:11]([C:3]4[N:2]=[CH:1][C:10]5[C:5]([CH:4]=4)=[CH:6][CH:7]=[CH:8][CH:9]=5)=[O:12])=[N:18][C:17]=3[C:19]([O:26][CH3:27])=[CH:20][CH:21]=2)=[O:24])=[CH:68][CH:67]=1)(=[O:64])=[O:65]. The yield is 0.260. (3) The reactants are [F:1][C:2]1[CH:7]=[CH:6][CH:5]=[C:4]([F:8])[C:3]=1[N:9]1[C:14]2[N:15]=[C:16]([NH:27][CH2:28][CH2:29][NH2:30])[N:17]=[C:18]([C:19]3[CH:24]=[CH:23][C:22]([F:25])=[CH:21][C:20]=3[CH3:26])[C:13]=2[CH:12]=[CH:11][C:10]1=[O:31].[C:32]1([N:38]=[C:39]=[O:40])[CH:37]=[CH:36][CH:35]=[CH:34][CH:33]=1. No catalyst specified. The product is [F:1][C:2]1[CH:7]=[CH:6][CH:5]=[C:4]([F:8])[C:3]=1[N:9]1[C:14]2[N:15]=[C:16]([NH:27][CH2:28][CH2:29][NH:30][C:39]([NH:38][C:32]3[CH:37]=[CH:36][CH:35]=[CH:34][CH:33]=3)=[O:40])[N:17]=[C:18]([C:19]3[CH:24]=[CH:23][C:22]([F:25])=[CH:21][C:20]=3[CH3:26])[C:13]=2[CH:12]=[CH:11][C:10]1=[O:31]. The yield is 0.790. (4) The reactants are [Br:1][C:2]1[CH:3]=[C:4]([C:8]([NH:11][C:12]2[CH:17]=[CH:16][C:15]([I:18])=[CH:14][C:13]=2[F:19])=[CH:9][N:10]=1)[C:5]([OH:7])=O.C(N1C=CN=C1)(N1C=CN=C1)=O.[CH3:32][C:33]1([CH3:41])[O:37][CH:36]([CH2:38][O:39][NH2:40])[CH2:35][O:34]1.O. The catalyst is CN(C=O)C. The product is [Br:1][C:2]1[CH:3]=[C:4]([C:8]([NH:11][C:12]2[CH:17]=[CH:16][C:15]([I:18])=[CH:14][C:13]=2[F:19])=[CH:9][N:10]=1)[C:5]([NH:40][O:39][CH2:38][C@H:36]1[CH2:35][O:34][C:33]([CH3:41])([CH3:32])[O:37]1)=[O:7]. The yield is 0.550. (5) The reactants are C([O:5][NH:6][C:7]([C:9]1[C:14]([NH:15][C:16]2[CH:21]=[CH:20][C:19]([Br:22])=[CH:18][C:17]=2[F:23])=[C:13]([F:24])[C:12](=[O:25])[N:11]([CH3:26])[CH:10]=1)=[O:8])(C)(C)C.C(O)(C(F)(F)F)=O. No catalyst specified. The product is [OH:5][NH:6][C:7]([C:9]1[C:14]([NH:15][C:16]2[CH:21]=[CH:20][C:19]([Br:22])=[CH:18][C:17]=2[F:23])=[C:13]([F:24])[C:12](=[O:25])[N:11]([CH3:26])[CH:10]=1)=[O:8]. The yield is 0.330. (6) The reactants are [OH:1][C:2]1[CH:3]=[C:4]2[N:10]([CH2:11][O:12][CH2:13][CH2:14][Si:15]([CH3:18])([CH3:17])[CH3:16])[C:9]([C:19]3[CH:24]=[CH:23][N:22]=[C:21]([NH:25][C:26](=[O:28])[CH3:27])[CH:20]=3)=[C:8]([C:29]3[CH:34]=[CH:33][C:32]([O:35][CH3:36])=[CH:31][N:30]=3)[C:5]2=[N:6][CH:7]=1.C1(P(C2C=CC=CC=2)C2C=CC=CC=2)C=CC=CC=1.[CH3:56][O:57][CH2:58][CH2:59]O.CC(OC(/N=N/C(OC(C)C)=O)=O)C. The catalyst is C1COCC1. The product is [CH3:56][O:57][CH2:58][CH2:59][O:1][C:2]1[CH:3]=[C:4]2[N:10]([CH2:11][O:12][CH2:13][CH2:14][Si:15]([CH3:18])([CH3:17])[CH3:16])[C:9]([C:19]3[CH:24]=[CH:23][N:22]=[C:21]([NH:25][C:26](=[O:28])[CH3:27])[CH:20]=3)=[C:8]([C:29]3[CH:34]=[CH:33][C:32]([O:35][CH3:36])=[CH:31][N:30]=3)[C:5]2=[N:6][CH:7]=1. The yield is 0.701. (7) The reactants are [CH3:1][O:2][C:3](=[O:14])[C:4]1[CH:9]=[CH:8][C:7]([N+:10]([O-:12])=[O:11])=[C:6]([OH:13])[CH:5]=1.C1(P(C2C=CC=CC=2)C2C=CC=CC=2)C=CC=CC=1.[CH3:34][N:35]([CH3:40])[CH2:36][CH2:37][CH2:38]O.N(C(OC(C)C)=O)=NC(OC(C)C)=O. The catalyst is Cl.O1CCCC1. The product is [CH3:1][O:2][C:3](=[O:14])[C:4]1[CH:9]=[CH:8][C:7]([N+:10]([O-:12])=[O:11])=[C:6]([O:13][CH2:38][CH2:37][CH2:36][N:35]([CH3:40])[CH3:34])[CH:5]=1. The yield is 0.860. (8) The reactants are [C:1]([O:4][C:5]1([C:8]([OH:10])=O)[CH2:7][CH2:6]1)(=[O:3])[CH3:2].O1CCCC1.C(Cl)(=O)C(Cl)=O.Cl.[NH2:23][C:24]1[N:25]=[C:26]2[CH:31]=[CH:30][C:29]([O:32][C:33]3[CH:34]=[CH:35][C:36]([CH3:49])=[C:37]([NH:39][C:40]([C:42]4[N:46]([CH3:47])[N:45]=[C:44]([CH3:48])[CH:43]=4)=[O:41])[CH:38]=3)=[N:28][N:27]2[CH:50]=1. The catalyst is CN(C)C=O.CN(C)C(=O)C. The product is [C:1]([O:4][C:5]1([C:8]([NH:23][C:24]2[N:25]=[C:26]3[CH:31]=[CH:30][C:29]([O:32][C:33]4[CH:34]=[CH:35][C:36]([CH3:49])=[C:37]([NH:39][C:40]([C:42]5[N:46]([CH3:47])[N:45]=[C:44]([CH3:48])[CH:43]=5)=[O:41])[CH:38]=4)=[N:28][N:27]3[CH:50]=2)=[O:10])[CH2:6][CH2:7]1)(=[O:3])[CH3:2]. The yield is 0.740. (9) The reactants are [Cl:1][C:2]1[CH:3]=[N:4][CH:5]=[C:6]([Cl:9])[C:7]=1[CH3:8].C([N-]C(C)C)(C)C.[Li+].[CH3:18][O:19][C:20]1[CH:21]=[C:22]([CH:26]=[CH:27][C:28]=1[O:29][CH3:30])[C:23](Cl)=[O:24].O. The catalyst is O1CCCC1. The product is [Cl:1][C:2]1[CH:3]=[N:4][CH:5]=[C:6]([Cl:9])[C:7]=1[CH2:8][C:23]([C:22]1[CH:26]=[CH:27][C:28]([O:29][CH3:30])=[C:20]([O:19][CH3:18])[CH:21]=1)=[O:24]. The yield is 0.520.